Dataset: Reaction yield outcomes from USPTO patents with 853,638 reactions. Task: Predict the reaction yield, written as a fraction of the theoretical maximum amount of product (1.0 means a 100% yield; for example, 0.34 means a 34% yield). (1) The reactants are C([Li])CCC.[CH3:6][CH2:7][CH2:8][CH2:9][CH2:10]C.[Cl:12][C:13]1[C:18]([CH2:19][S:20]([C:23]2[CH:28]=[CH:27][C:26]([Cl:29])=[CH:25][CH:24]=2)(=[O:22])=[O:21])=[CH:17][CH:16]=[CH:15][N:14]=1.ICCCCCI. The catalyst is O.C(COC)OC. The product is [Cl:12][C:13]1[C:18]([C:19]2([S:20]([C:23]3[CH:28]=[CH:27][C:26]([Cl:29])=[CH:25][CH:24]=3)(=[O:22])=[O:21])[CH2:10][CH2:9][CH2:8][CH2:7][CH2:6]2)=[CH:17][CH:16]=[CH:15][N:14]=1. The yield is 0.380. (2) The reactants are CCO[CH:4]1[N:13](C(OCC)=O)C2C(=CC=CC=2)[CH:6]=[CH:5]1.[NH2:19][C@@H:20]1[C@H:24]([OH:25])[C@@H:23]([CH2:26][OH:27])[O:22][C@H:21]1[N:28]1[CH:35]=[CH:34][C:32](=[O:33])[NH:31][C:29]1=[O:30].[C:36](NCCC(O)=O)([O:38][CH2:39][CH:40]1[C:52]2[C:47](=[CH:48][CH:49]=[CH:50][CH:51]=2)[C:46]2[C:41]1=[CH:42][CH:43]=[CH:44][CH:45]=2)=[O:37].C[OH:60]. The catalyst is ClCCl. The product is [C:36]([N:19]([C@@H:20]1[C@H:24]([OH:25])[C@@H:23]([CH2:26][OH:27])[O:22][C@H:21]1[N:28]1[CH:35]=[CH:34][C:32](=[O:33])[NH:31][C:29]1=[O:30])[C:6](=[O:60])[CH2:5][CH2:4][NH2:13])([O:38][CH2:39][CH:40]1[C:52]2[C:47](=[CH:48][CH:49]=[CH:50][CH:51]=2)[C:46]2[C:41]1=[CH:42][CH:43]=[CH:44][CH:45]=2)=[O:37]. The yield is 0.770. (3) The reactants are [C:1]([O:5][C:6]([NH:8][C:9]1([CH3:17])[C:13]2([CH2:15][CH2:14]2)[C:12](=[O:16])[NH:11][CH2:10]1)=[O:7])([CH3:4])([CH3:3])[CH3:2].[H-].[Na+].[CH2:20](Br)[C:21]1[CH:26]=[CH:25][CH:24]=[CH:23][CH:22]=1.C(OCC)(=O)C. The catalyst is CN(C)C=O. The product is [CH2:20]([N:11]1[CH2:10][C:9]([NH:8][C:6]([O:5][C:1]([CH3:4])([CH3:2])[CH3:3])=[O:7])([CH3:17])[C:13]2([CH2:14][CH2:15]2)[C:12]1=[O:16])[C:21]1[CH:26]=[CH:25][CH:24]=[CH:23][CH:22]=1. The yield is 0.980. (4) The product is [C:1]1([N:7]2[C:11]([C:12]3[CH:13]=[CH:14][CH:15]=[CH:16][CH:17]=3)=[CH:10][CH:9]=[C:8]2[C:18]2[CH:19]=[C:20]3[C:25](=[CH:26][CH:27]=2)[CH:24]=[C:23]([O:28][CH2:29][C:30]2[CH:31]=[CH:32][C:33]([C:34]([OH:36])=[O:35])=[CH:38][CH:39]=2)[CH:22]=[CH:21]3)[CH:6]=[CH:5][CH:4]=[CH:3][CH:2]=1. The catalyst is C1COCC1.CO.O. The yield is 0.990. The reactants are [C:1]1([N:7]2[C:11]([C:12]3[CH:17]=[CH:16][CH:15]=[CH:14][CH:13]=3)=[CH:10][CH:9]=[C:8]2[C:18]2[CH:19]=[C:20]3[C:25](=[CH:26][CH:27]=2)[CH:24]=[C:23]([O:28][CH2:29][C:30]2[CH:39]=[CH:38][C:33]([C:34]([O:36]C)=[O:35])=[CH:32][CH:31]=2)[CH:22]=[CH:21]3)[CH:6]=[CH:5][CH:4]=[CH:3][CH:2]=1.[OH-].[Na+]. (5) The reactants are [N:1]1[CH:6]=[CH:5][CH:4]=[CH:3][C:2]=1[O:7][CH2:8][C:9]1[CH:14]=[CH:13][C:12]([CH2:15]O)=[CH:11][CH:10]=1.C1(P(C2C=CC=CC=2)C2C=CC=CC=2)C=CC=CC=1.C(Cl)(Cl)(Cl)[Cl:37]. No catalyst specified. The product is [Cl:37][CH2:15][C:12]1[CH:13]=[CH:14][C:9]([CH2:8][O:7][C:2]2[CH:3]=[CH:4][CH:5]=[CH:6][N:1]=2)=[CH:10][CH:11]=1. The yield is 0.511.